From a dataset of Catalyst prediction with 721,799 reactions and 888 catalyst types from USPTO. Predict which catalyst facilitates the given reaction. Product: [CH2:1]([S:16][CH:17]([CH2:23][CH3:24])[C:18]([OH:20])=[O:19])[CH2:2]/[CH:3]=[CH:4]\[CH2:5]/[CH:6]=[CH:7]\[CH2:8]/[CH:9]=[CH:10]\[CH2:11]/[CH:12]=[CH:13]\[CH2:14][CH3:15]. The catalyst class is: 40. Reactant: [CH2:1]([S:16][CH:17]([CH2:23][CH3:24])[C:18]([O:20]CC)=[O:19])[CH2:2]/[CH:3]=[CH:4]\[CH2:5]/[CH:6]=[CH:7]\[CH2:8]/[CH:9]=[CH:10]\[CH2:11]/[CH:12]=[CH:13]\[CH2:14][CH3:15].Cl.